From a dataset of Reaction yield outcomes from USPTO patents with 853,638 reactions. Predict the reaction yield, written as a fraction of the theoretical maximum amount of product (1.0 means a 100% yield; for example, 0.34 means a 34% yield). (1) The reactants are C([O:4][CH2:5][CH2:6][O:7][N:8]=[C:9]1[C:13](=[N:14][OH:15])[C:12]2[CH:16]=[CH:17][CH:18]=[CH:19][C:11]=2[O:10]1)(=O)C.[OH-].[Na+].Cl. The catalyst is CN(C)C=O. The product is [OH:4][CH2:5][CH2:6][O:7][N:8]=[C:9]1[C:13](=[N:14][OH:15])[C:12]2[CH:16]=[CH:17][CH:18]=[CH:19][C:11]=2[O:10]1. The yield is 0.285. (2) The reactants are [Cl:1][C:2]1[CH:7]=[CH:6][C:5]([N:8]2[C:16]([CH:17]([CH:21]3[CH2:26][CH2:25][CH2:24][CH2:23][CH2:22]3)[C:18](O)=[O:19])=[C:15]3[C:10]([CH2:11][CH2:12][CH2:13][CH2:14]3)=[N:9]2)=[CH:4][CH:3]=1.N1C=CC=CC=1.S(Cl)(Cl)=[O:34].[CH2:37]([O:39][C:40](=[O:49])[C:41]1[CH:46]=[CH:45][C:44]([NH2:47])=[C:43]([F:48])[CH:42]=1)[CH3:38]. The catalyst is C(Cl)Cl. The product is [CH2:37]([O:39][C:40](=[O:49])[C:41]1[CH:46]=[CH:45][C:44]([NH:47][C:18](=[O:19])[C:17]([C:16]2[N:8]([C:5]3[CH:6]=[CH:7][C:2]([Cl:1])=[CH:3][CH:4]=3)[N:9]=[C:10]3[C:15]=2[CH2:14][CH2:13][CH2:12][CH2:11]3)([CH:21]2[CH2:26][CH2:25][CH2:24][CH2:23][CH2:22]2)[OH:34])=[C:43]([F:48])[CH:42]=1)[CH3:38]. The yield is 0.100. (3) The reactants are [O:1]1[CH:5]=[CH:4][C:3]2[CH:6]=[CH:7][CH:8]=[CH:9][C:2]1=2.[Li]CCCC.[S:15](Cl)(Cl)(=[O:17])=[O:16].[NH4+:20].[OH-].Cl. The catalyst is C1COCC1.CCCCCC.CC(C)=O.O. The yield is 0.430. The product is [O:1]1[C:2]2[CH:9]=[CH:8][CH:7]=[CH:6][C:3]=2[CH:4]=[C:5]1[S:15]([NH2:20])(=[O:17])=[O:16]. (4) The reactants are [C:1]1([S:7]([N:10]2[C:14]3=[N:15][CH:16]=[C:17]([CH3:19])[CH:18]=[C:13]3[CH:12]=[CH:11]2)(=[O:9])=[O:8])[CH:6]=[CH:5][CH:4]=[CH:3][CH:2]=1.[CH2:20]([Li])[CH2:21][CH2:22][CH3:23].[CH3:25][CH2:26][CH2:27]CCC.C1(C=[O:37])CCCC1. The catalyst is O1CCCC1. The product is [C:1]1([S:7]([N:10]2[C:14]3=[N:15][CH:16]=[C:17]([CH3:19])[CH:18]=[C:13]3[CH:12]=[C:11]2[CH:20]([OH:37])[CH2:21][CH:22]2[CH2:23][CH2:27][CH2:26][CH2:25]2)(=[O:9])=[O:8])[CH:6]=[CH:5][CH:4]=[CH:3][CH:2]=1. The yield is 0.530. (5) The reactants are Cl[C:2]1[CH:3]=[C:4]([C:9]2[N:13]3[C:14]4[N:22]=[C:21]([O:23][CH3:24])[CH:20]=[CH:19][C:15]=4[N:16]=[C:17]([CH3:18])[C:12]3=[C:11]([CH3:25])[N:10]=2)[CH:5]=[C:6](Cl)[CH:7]=1.[N:26]1([C:32](C2C=C(B(O)O)C=CC=2)=[O:33])[CH2:31][CH2:30][CH2:29][CH2:28][CH2:27]1.C([O-])([O-])=O.[K+].[K+]. The catalyst is C1C=CC([P]([Pd]([P](C2C=CC=CC=2)(C2C=CC=CC=2)C2C=CC=CC=2)([P](C2C=CC=CC=2)(C2C=CC=CC=2)C2C=CC=CC=2)[P](C2C=CC=CC=2)(C2C=CC=CC=2)C2C=CC=CC=2)(C2C=CC=CC=2)C2C=CC=CC=2)=CC=1. The product is [CH3:24][O:23][C:21]1[CH:20]=[CH:19][C:15]2[N:16]=[C:17]([CH3:18])[C:12]3[N:13]([C:9]([C:4]4[CH:5]=[CH:6][CH:7]=[C:2]([C:32]([N:26]5[CH2:31][CH2:30][CH2:29][CH2:28][CH2:27]5)=[O:33])[CH:3]=4)=[N:10][C:11]=3[CH3:25])[C:14]=2[N:22]=1. The yield is 1.00. (6) The reactants are [OH:1][CH2:2][C:3]([C:5]1[CH:10]=[CH:9][CH:8]=[CH:7][CH:6]=1)=[O:4].[H-].[Li+].[CH2:13](Cl)[O:14][CH3:15].[NH4+].[Cl-]. The catalyst is CN(C=O)C. The product is [CH3:13][O:14][CH2:15][O:1][CH2:2][C:3]([C:5]1[CH:10]=[CH:9][CH:8]=[CH:7][CH:6]=1)=[O:4]. The yield is 0.450. (7) The reactants are [I:1][C:2]1[CH:3]=[C:4]2[N:10]=[C:9]([NH:11][C:12](=[O:16])[O:13][CH2:14][CH3:15])[N:8]([CH2:17][C:18]3[CH:23]=[CH:22][C:21]([O:24]CC4C=CC(OC)=CC=4)=[C:20]([O:34][CH3:35])[CH:19]=3)[C:5]2=[N:6][CH:7]=1.FC(F)(F)C(O)=O.C(=O)([O-])[O-].[K+].[K+]. The catalyst is ClCCl. The product is [OH:24][C:21]1[CH:22]=[CH:23][C:18]([CH2:17][N:8]2[C:5]3=[N:6][CH:7]=[C:2]([I:1])[CH:3]=[C:4]3[N:10]=[C:9]2[NH:11][C:12](=[O:16])[O:13][CH2:14][CH3:15])=[CH:19][C:20]=1[O:34][CH3:35]. The yield is 0.700. (8) The reactants are [Cl:1][C:2]1[CH:10]=[C:6]([C:7]([OH:9])=O)[C:5]([OH:11])=[CH:4][CH:3]=1.[NH2:12][C:13]1[S:14][C:15]([C:22]#[N:23])=[C:16]([C:18]([CH3:21])([CH3:20])[CH3:19])[N:17]=1. No catalyst specified. The product is [Cl:1][C:2]1[CH:3]=[CH:4][C:5]([OH:11])=[C:6]([CH:10]=1)[C:7]([NH:12][C:13]1[S:14][C:15]([C:22]#[N:23])=[C:16]([C:18]([CH3:19])([CH3:21])[CH3:20])[N:17]=1)=[O:9]. The yield is 0.634. (9) The reactants are [CH2:1]([C:3]1[S:4][CH:5]=[C:6]([C:8]([N:10]2[CH2:15][C:14]3([CH2:20][CH2:19][N:18](C(OC(C)(C)C)=O)[CH2:17][CH2:16]3)[O:13][CH2:12][CH2:11]2)=[O:9])[N:7]=1)[CH3:2].Cl.CC(OC)(C)C. The catalyst is CC(O)C. The product is [CH2:1]([C:3]1[S:4][CH:5]=[C:6]([C:8]([N:10]2[CH2:15][C:14]3([CH2:20][CH2:19][NH:18][CH2:17][CH2:16]3)[O:13][CH2:12][CH2:11]2)=[O:9])[N:7]=1)[CH3:2]. The yield is 0.950.